From a dataset of Reaction yield outcomes from USPTO patents with 853,638 reactions. Predict the reaction yield, written as a fraction of the theoretical maximum amount of product (1.0 means a 100% yield; for example, 0.34 means a 34% yield). (1) The reactants are [O:1]([C:9]1[CH:14]=[CH:13][C:12]([OH:15])=[CH:11][CH:10]=1)[C:2]1[CH:7]=[CH:6][C:5]([OH:8])=[CH:4][CH:3]=1.I[CH:17]([CH3:19])[CH3:18].[OH-].[K+]. The catalyst is C(O)C.O. The product is [CH:17]([O:8][C:5]1[CH:6]=[CH:7][C:2]([O:1][C:9]2[CH:14]=[CH:13][C:12]([OH:15])=[CH:11][CH:10]=2)=[CH:3][CH:4]=1)([CH3:19])[CH3:18]. The yield is 0.440. (2) The reactants are Cl[CH2:2][C:3]([NH:5][C:6]1[CH:11]=[CH:10][CH:9]=[C:8]([C:12]2[CH:21]=[N:20][C:19]3[C:14](=[CH:15][CH:16]=[CH:17][CH:18]=3)[N:13]=2)[CH:7]=1)=[O:4].C([O-])([O-])=O.[K+].[K+].[C:28]1([N:34]2[CH2:39][CH2:38][NH:37][CH2:36][CH2:35]2)[CH:33]=[CH:32][CH:31]=[CH:30][CH:29]=1.C1OCCOCCOCCOCCOCCOC1. The catalyst is CC#N.O. The product is [C:28]1([N:34]2[CH2:39][CH2:38][N:37]([CH2:2][C:3]([NH:5][C:6]3[CH:11]=[CH:10][CH:9]=[C:8]([C:12]4[CH:21]=[N:20][C:19]5[C:14](=[CH:15][CH:16]=[CH:17][CH:18]=5)[N:13]=4)[CH:7]=3)=[O:4])[CH2:36][CH2:35]2)[CH:33]=[CH:32][CH:31]=[CH:30][CH:29]=1. The yield is 0.900. (3) The reactants are [CH2:1]([O:8][C:9]1[CH:14]=[CH:13][C:12]([C:15](=[O:17])[CH3:16])=[CH:11][CH:10]=1)[C:2]1[CH:7]=[CH:6][CH:5]=[CH:4][CH:3]=1.[C:18]([C:22](OCC)=[O:23])([F:21])([F:20])[F:19].CC[O-].[Na+]. The catalyst is C1COCC1. The product is [CH2:1]([O:8][C:9]1[CH:10]=[CH:11][C:12]([C:15](=[O:17])[CH2:16][C:22](=[O:23])[C:18]([F:21])([F:20])[F:19])=[CH:13][CH:14]=1)[C:2]1[CH:3]=[CH:4][CH:5]=[CH:6][CH:7]=1. The yield is 1.00. (4) The reactants are C([N:8]1[CH2:13][CH2:12][C:11](=[O:14])[CH:10]([CH3:15])[CH2:9]1)C1C=CC=CC=1.[C:24](O[C:24]([O:26][C:27]([CH3:30])([CH3:29])[CH3:28])=[O:25])([O:26][C:27]([CH3:30])([CH3:29])[CH3:28])=[O:25]. The catalyst is CO.[OH-].[OH-].[Pd+2]. The product is [C:27]([O:26][C:24]([N:8]1[CH2:13][CH2:12][C:11](=[O:14])[CH:10]([CH3:15])[CH2:9]1)=[O:25])([CH3:28])([CH3:29])[CH3:30]. The yield is 0.840. (5) The reactants are [CH:1]([C:3]1[CH:16]=[CH:15][C:6]([CH:7]=[C:8]2[S:12][C:11](=[O:13])[NH:10][C:9]2=[O:14])=[CH:5][CH:4]=1)=O.[NH2:17][C:18]1[CH:23]=[CH:22][CH:21]=[CH:20][C:19]=1[SH:24].C1(=O)C=CC(=O)C=C1.CCOCC. The catalyst is C(O)C. The product is [O:13]=[C:11]1[NH:10][C:9](=[O:14])[C:8](=[CH:7][C:6]2[CH:15]=[CH:16][C:3]([C:1]3[S:24][C:19]4[CH:20]=[CH:21][CH:22]=[CH:23][C:18]=4[N:17]=3)=[CH:4][CH:5]=2)[S:12]1. The yield is 0.750. (6) The reactants are C[O:2][C:3](=[O:35])[CH2:4][C:5]1[CH:10]=[CH:9][C:8]([C:11]#[C:12][C:13]2[CH:18]=[C:17]([C:19]([CH3:22])([CH3:21])[CH3:20])[C:16]([O:23][CH:24]([CH3:26])[CH3:25])=[C:15]([CH2:27][C:28]#[C:29][Si](C)(C)C)[C:14]=2[CH3:34])=[CH:7][CH:6]=1.[OH-].[Li+]. The catalyst is CO.O1CCCC1. The product is [C:19]([C:17]1[C:16]([O:23][CH:24]([CH3:26])[CH3:25])=[C:15]([CH2:27][C:28]#[CH:29])[C:14]([CH3:34])=[C:13]([C:12]#[C:11][C:8]2[CH:7]=[CH:6][C:5]([CH2:4][C:3]([OH:35])=[O:2])=[CH:10][CH:9]=2)[CH:18]=1)([CH3:22])([CH3:20])[CH3:21]. The yield is 0.980. (7) The reactants are [Br:1][C:2]1[CH:7]=[CH:6][C:5]([OH:8])=[C:4]([N:9]([CH3:11])[CH3:10])[CH:3]=1.C(N(C(C)C)C(C)C)C.Cl[CH2:22][O:23][CH3:24].O. The catalyst is C(Cl)Cl. The product is [Br:1][C:2]1[CH:7]=[CH:6][C:5]([O:8][CH2:22][O:23][CH3:24])=[C:4]([N:9]([CH3:11])[CH3:10])[CH:3]=1. The yield is 0.990. (8) The reactants are [BH4-].[Na+].[OH:3][NH:4][C:5](=[O:34])[CH:6]([CH2:16][S:17]([C:20]1[CH:25]=[CH:24][C:23]([C:26](=[O:33])[C:27]2[CH:32]=[CH:31][CH:30]=[CH:29][CH:28]=2)=[CH:22][CH:21]=1)(=[O:19])=[O:18])[CH2:7][CH2:8][CH2:9][C:10]1[CH:15]=[CH:14][CH:13]=[CH:12][CH:11]=1. The catalyst is CO. The product is [OH:3][NH:4][C:5](=[O:34])[CH:6]([CH2:16][S:17]([C:20]1[CH:21]=[CH:22][C:23]([CH:26]([OH:33])[C:27]2[CH:32]=[CH:31][CH:30]=[CH:29][CH:28]=2)=[CH:24][CH:25]=1)(=[O:18])=[O:19])[CH2:7][CH2:8][CH2:9][C:10]1[CH:11]=[CH:12][CH:13]=[CH:14][CH:15]=1. The yield is 0.950. (9) The reactants are [Br:1][C:2]1[CH:3]=[C:4]2[C:13](=[CH:14][CH:15]=1)[O:12][CH2:11][C:10]1[N:5]2[CH:6]([CH3:17])[C:7](=[O:16])[NH:8][N:9]=1.[H-].[Na+].Cl[CH2:21][O:22][CH2:23][CH2:24][Si:25]([CH3:28])([CH3:27])[CH3:26]. The catalyst is CN(C=O)C.O. The product is [Br:1][C:2]1[CH:3]=[C:4]2[C:13](=[CH:14][CH:15]=1)[O:12][CH2:11][C:10]1[N:5]2[CH:6]([CH3:17])[C:7](=[O:16])[N:8]([CH2:21][O:22][CH2:23][CH2:24][Si:25]([CH3:28])([CH3:27])[CH3:26])[N:9]=1. The yield is 0.700. (10) The reactants are [NH2:1][C:2]1[C:6]([Br:7])=[C:5]([CH3:8])[O:4][N:3]=1.[C:9]1([S:19](Cl)(=[O:21])=[O:20])[C:18]2[C:13](=[CH:14][CH:15]=[CH:16][CH:17]=2)[CH:12]=[CH:11][CH:10]=1. No catalyst specified. The product is [Br:7][C:6]1[C:2]([NH:1][S:19]([C:9]2[C:18]3[C:13](=[CH:14][CH:15]=[CH:16][CH:17]=3)[CH:12]=[CH:11][CH:10]=2)(=[O:21])=[O:20])=[N:3][O:4][C:5]=1[CH3:8]. The yield is 0.510.